From a dataset of Peptide-MHC class II binding affinity with 134,281 pairs from IEDB. Regression. Given a peptide amino acid sequence and an MHC pseudo amino acid sequence, predict their binding affinity value. This is MHC class II binding data. (1) The peptide sequence is INEPTAAAIAYGLDR. The MHC is HLA-DPA10201-DPB10101 with pseudo-sequence HLA-DPA10201-DPB10101. The binding affinity (normalized) is 0.242. (2) The peptide sequence is AIVYYSMYGHIKKMA. The MHC is DRB1_0701 with pseudo-sequence DRB1_0701. The binding affinity (normalized) is 0.460. (3) The peptide sequence is QNAINRITNKVNSVIKKM. The MHC is DRB1_0301 with pseudo-sequence DRB1_0301. The binding affinity (normalized) is 0. (4) The peptide sequence is YRSLQPEEFAVVDLS. The MHC is HLA-DQA10101-DQB10501 with pseudo-sequence HLA-DQA10101-DQB10501. The binding affinity (normalized) is 0.314. (5) The peptide sequence is AWMSAAATQAEQAAT. The MHC is DRB1_0301 with pseudo-sequence DRB1_0301. The binding affinity (normalized) is 0.155. (6) The peptide sequence is MTQRVVIALLVLAVG. The MHC is H-2-IAb with pseudo-sequence H-2-IAb. The binding affinity (normalized) is 0. (7) The peptide sequence is YTVDKSKPKVYQW. The MHC is DRB3_0101 with pseudo-sequence DRB3_0101. The binding affinity (normalized) is 0.